Dataset: Full USPTO retrosynthesis dataset with 1.9M reactions from patents (1976-2016). Task: Predict the reactants needed to synthesize the given product. The reactants are: [Br:1][C:2]1[CH:3]=[C:4]([C:8]2([C:11]#N)[CH2:10][CH2:9]2)[CH:5]=[CH:6][CH:7]=1.[OH-:13].[Na+].Cl.C([OH:18])C. Given the product [Br:1][C:2]1[CH:3]=[C:4]([C:8]2([C:11]([OH:18])=[O:13])[CH2:10][CH2:9]2)[CH:5]=[CH:6][CH:7]=1, predict the reactants needed to synthesize it.